From a dataset of Reaction yield outcomes from USPTO patents with 853,638 reactions. Predict the reaction yield, written as a fraction of the theoretical maximum amount of product (1.0 means a 100% yield; for example, 0.34 means a 34% yield). (1) The reactants are [CH2:1]([O:4][C:5]1([CH3:53])[CH2:10][CH2:9][N:8]([C:11]2[N:16]3[N:17]=[C:18]([C:20](=[O:40])[NH:21][CH2:22][CH:23]([OH:39])[CH2:24][C:25]4[CH:30]=[CH:29][CH:28]=[CH:27][C:26]=4[O:31][Si:32]([C:35]([CH3:38])([CH3:37])[CH3:36])([CH3:34])[CH3:33])[CH:19]=[C:15]3[N:14]=[C:13]([CH3:41])[C:12]=2[C@H:42]([O:48][C:49]([CH3:52])([CH3:51])[CH3:50])[C:43]([O:45][CH2:46][CH3:47])=[O:44])[CH2:7][CH2:6]1)[CH:2]=[CH2:3].C[N+]1([O-])CCOCC1. The catalyst is C(Cl)Cl.CCC[N+](CCC)(CCC)CCC.[O-][Ru](=O)(=O)=O. The product is [CH2:1]([O:4][C:5]1([CH3:53])[CH2:6][CH2:7][N:8]([C:11]2[N:16]3[N:17]=[C:18]([C:20](=[O:40])[NH:21][CH2:22][C:23](=[O:39])[CH2:24][C:25]4[CH:30]=[CH:29][CH:28]=[CH:27][C:26]=4[O:31][Si:32]([C:35]([CH3:38])([CH3:37])[CH3:36])([CH3:34])[CH3:33])[CH:19]=[C:15]3[N:14]=[C:13]([CH3:41])[C:12]=2[C@H:42]([O:48][C:49]([CH3:52])([CH3:51])[CH3:50])[C:43]([O:45][CH2:46][CH3:47])=[O:44])[CH2:9][CH2:10]1)[CH:2]=[CH2:3]. The yield is 0.568. (2) The reactants are [NH:1]1[C:10]2[C:5](=[CH:6][CH:7]=[CH:8][CH:9]=2)[CH:4]=[CH:3][C:2]1=[O:11].[H-].[Na+].CS(O[CH2:19][CH2:20][N:21]1[CH2:26][CH2:25][CH:24]([NH:27][C:28]([O:30][C:31]([CH3:34])([CH3:33])[CH3:32])=[O:29])[CH2:23][CH2:22]1)(=O)=O.FC1C=C2C(N=CC(=O)N2CCN2CCC(NC(=O)OC(C)(C)C)CC2)=CC=1. The catalyst is ClCCl.CO. The product is [O:11]=[C:2]1[CH:3]=[CH:4][C:5]2[C:10](=[CH:9][CH:8]=[CH:7][CH:6]=2)[N:1]1[CH2:19][CH2:20][N:21]1[CH2:26][CH2:25][CH:24]([NH:27][C:28](=[O:29])[O:30][C:31]([CH3:34])([CH3:33])[CH3:32])[CH2:23][CH2:22]1. The yield is 0.350. (3) The catalyst is C(Cl)Cl. The yield is 0.740. The product is [F:20][C:21]([F:34])([F:33])[S:22]([O:13][C:5]1[CH:4]=[CH:3][C:2]([F:1])=[C:11]2[C:6]=1[CH:7]=[CH:8][C:9]([CH3:12])=[N:10]2)(=[O:24])=[O:23]. The reactants are [F:1][C:2]1[C:11]2[N:10]=[C:9]([CH3:12])[CH:8]=[CH:7][C:6]=2[C:5]([OH:13])=[CH:4][CH:3]=1.N1C=CC=CC=1.[F:20][C:21]([F:34])([F:33])[S:22](O[S:22]([C:21]([F:34])([F:33])[F:20])(=[O:24])=[O:23])(=[O:24])=[O:23].O. (4) The reactants are [N+:1]([C:4]1[CH:19]=[CH:18][C:17]([O:20][CH3:21])=[CH:16][C:5]=1[C:6]([NH:8][C:9]1[CH:14]=[CH:13][C:12]([Cl:15])=[CH:11][N:10]=1)=[O:7])([O-])=O.[H][H]. The catalyst is [C].[Pt].ClCCl. The product is [NH2:1][C:4]1[CH:19]=[CH:18][C:17]([O:20][CH3:21])=[CH:16][C:5]=1[C:6]([NH:8][C:9]1[CH:14]=[CH:13][C:12]([Cl:15])=[CH:11][N:10]=1)=[O:7]. The yield is 0.895. (5) The reactants are C1C=CC2N(O)N=NC=2C=1.[CH3:11][O:12][C:13]1[C:18]([C:19]2[CH:24]=[CH:23][C:22]([S:25](=[O:28])(=[O:27])[NH2:26])=[CH:21][CH:20]=2)=[CH:17][C:16]([C:29]2[N:33]([CH3:34])[C:32]([C:35](O)=[O:36])=[CH:31][C:30]=2[CH3:38])=[CH:15][CH:14]=1.Cl.[CH3:40][NH:41][O:42][CH3:43].C(Cl)CCl.C(N(CC)CC)C. The catalyst is CN(C=O)C. The product is [CH3:43][O:42][N:41]([CH3:40])[C:35]([C:32]1[N:33]([CH3:34])[C:29]([C:16]2[CH:17]=[C:18]([C:19]3[CH:20]=[CH:21][C:22]([S:25](=[O:27])(=[O:28])[NH2:26])=[CH:23][CH:24]=3)[C:13]([O:12][CH3:11])=[CH:14][CH:15]=2)=[C:30]([CH3:38])[CH:31]=1)=[O:36]. The yield is 0.870. (6) The reactants are [N+:1]([C:4]1[CH:5]=[CH:6][C:7]([CH:10]2[CH2:13][N:12]([C:14](=O)[CH2:15][CH3:16])[CH2:11]2)=[N:8][CH:9]=1)([O-])=O.O.O.Cl[Sn]Cl.N1C=CC=CC=1.[CH:29]([C:32]1[CH:37]=[CH:36][C:35]([S:38](Cl)(=[O:40])=[O:39])=[CH:34][CH:33]=1)([CH3:31])[CH3:30]. The catalyst is C(O)C.C(Cl)Cl. The product is [CH:29]([C:32]1[CH:37]=[CH:36][C:35]([S:38]([NH:1][C:4]2[CH:9]=[N:8][C:7]([CH:10]3[CH2:13][N:12]([CH2:14][CH2:15][CH3:16])[CH2:11]3)=[CH:6][CH:5]=2)(=[O:40])=[O:39])=[CH:34][CH:33]=1)([CH3:31])[CH3:30]. The yield is 0.540. (7) The reactants are [CH2:1]([O:3][C@H:4]([C:17]([O:19][CH2:20][CH3:21])=[O:18])[CH2:5][C:6]1[CH:16]=[CH:15][C:9]([O:10][CH2:11][C:12]([OH:14])=O)=[CH:8][CH:7]=1)[CH3:2].[C:22]([C:26]1[CH:41]=[CH:40][C:29]([CH2:30][NH:31][CH2:32][C:33]2[CH:38]=[CH:37][C:36]([Cl:39])=[CH:35][CH:34]=2)=[CH:28][CH:27]=1)([CH3:25])([CH3:24])[CH3:23].C(N(CC)C(C)C)(C)C.F[B-](F)(F)F.N1(OC(N(C)C)=[N+](C)C)C2C=CC=CC=2N=N1. The catalyst is C(Cl)Cl. The product is [C:22]([C:26]1[CH:41]=[CH:40][C:29]([CH2:30][N:31]([CH2:32][C:33]2[CH:34]=[CH:35][C:36]([Cl:39])=[CH:37][CH:38]=2)[C:12](=[O:14])[CH2:11][O:10][C:9]2[CH:8]=[CH:7][C:6]([CH2:5][C@H:4]([O:3][CH2:1][CH3:2])[C:17]([O:19][CH2:20][CH3:21])=[O:18])=[CH:16][CH:15]=2)=[CH:28][CH:27]=1)([CH3:25])([CH3:23])[CH3:24]. The yield is 0.270.